Dataset: Forward reaction prediction with 1.9M reactions from USPTO patents (1976-2016). Task: Predict the product of the given reaction. (1) Given the reactants Br[C:2]1[CH:9]=[CH:8][C:5]([CH:6]=[O:7])=[CH:4][CH:3]=1.[CH:10]1(B(O)O)[CH2:12][CH2:11]1.C1(P(C2CCCCC2)C2CCCCC2)CCCCC1, predict the reaction product. The product is: [CH:10]1([C:2]2[CH:9]=[CH:8][C:5]([CH:6]=[O:7])=[CH:4][CH:3]=2)[CH2:12][CH2:11]1. (2) Given the reactants C([N:3](CC)CC)C.[C:8]1(C)[C:9]([C:14](Cl)=[O:15])=[CH:10][CH:11]=[CH:12][CH:13]=1.C(OCC)(=O)C, predict the reaction product. The product is: [C:14]([NH2:3])(=[O:15])[C:9]1[CH:10]=[CH:11][CH:12]=[CH:13][CH:8]=1. (3) Given the reactants [CH2:1]([S:3]([N:6]1[CH2:11][CH2:10][CH:9]([C:12]2[C:20]3[C:15](=[C:16]([C:29]([NH2:31])=[O:30])[CH:17]=[C:18]([C:21]4[CH:26]=[CH:25][CH:24]=[C:23]([CH:27]=O)[CH:22]=4)[CH:19]=3)[NH:14][CH:13]=2)[CH2:8][CH2:7]1)(=[O:5])=[O:4])[CH3:2].[NH:32]1[CH2:37][CH2:36][NH:35][CH2:34][CH2:33]1.[BH-](OC(C)=O)(OC(C)=O)OC(C)=O.[Na+], predict the reaction product. The product is: [CH2:1]([S:3]([N:6]1[CH2:11][CH2:10][CH:9]([C:12]2[C:20]3[C:15](=[C:16]([C:29]([NH2:31])=[O:30])[CH:17]=[C:18]([C:21]4[CH:26]=[CH:25][CH:24]=[C:23]([CH2:27][N:32]5[CH2:37][CH2:36][NH:35][CH2:34][CH2:33]5)[CH:22]=4)[CH:19]=3)[NH:14][CH:13]=2)[CH2:8][CH2:7]1)(=[O:5])=[O:4])[CH3:2]. (4) Given the reactants [C:1]1([CH2:7][SH:8])[CH:6]=[CH:5][CH:4]=[CH:3][CH:2]=1.[H-].[Na+].Cl[C:12]1[CH:17]=[CH:16][C:15]([C:18]2[CH:23]=[CH:22][CH:21]=[C:20]([CH:24]([CH3:26])[CH3:25])[CH:19]=2)=[CH:14][N:13]=1, predict the reaction product. The product is: [CH2:7]([S:8][C:12]1[CH:17]=[CH:16][C:15]([C:18]2[CH:23]=[CH:22][CH:21]=[C:20]([CH:24]([CH3:26])[CH3:25])[CH:19]=2)=[CH:14][N:13]=1)[C:1]1[CH:6]=[CH:5][CH:4]=[CH:3][CH:2]=1. (5) The product is: [Cl:29][C:26]1[CH:27]=[CH:28][C:23]([C:3]2[C:4]3[N:5]([C:8](=[O:22])[N:9]([CH2:11][C:12]4[CH:13]=[N:14][C:15]([C:18]([F:19])([F:20])[F:21])=[CH:16][CH:17]=4)[N:10]=3)[N:6]=[CH:7][C:2]=2[C:38]2[CH:43]=[CH:42][C:41]([C:44]3[O:45][CH:46]=[CH:47][N:48]=3)=[CH:40][CH:39]=2)=[CH:24][CH:25]=1. Given the reactants Cl[C:2]1[CH:7]=[N:6][N:5]2[C:8](=[O:22])[N:9]([CH2:11][C:12]3[CH:13]=[N:14][C:15]([C:18]([F:21])([F:20])[F:19])=[CH:16][CH:17]=3)[N:10]=[C:4]2[C:3]=1[C:23]1[CH:28]=[CH:27][C:26]([Cl:29])=[CH:25][CH:24]=1.CC1(C)C(C)(C)OB([C:38]2[CH:43]=[CH:42][C:41]([C:44]3[O:45][CH:46]=[CH:47][N:48]=3)=[CH:40][CH:39]=2)O1, predict the reaction product. (6) Given the reactants C[Sn](C)(C)[C:3]1[CH:17]=[CH:16][C:6]([O:7][CH:8]2[CH:13]3[CH2:14][CH2:15][N:10]([CH2:11][CH2:12]3)[CH2:9]2)=[CH:5][CH:4]=1.[I:20][C:21]1[CH:38]=[CH:37][C:24]2[N:25]3[CH2:31][N:29]([CH2:30][C:23]=2[CH:22]=1)[C:28]1[CH:32]=[CH:33][C:34](I)=[CH:35][C:27]=1[CH2:26]3.CC1C=CC=CC=1P(C1C=CC=CC=1C)C1C=CC=CC=1C.[C:61]([OH:68])(=[O:67])/[CH:62]=[CH:63]/[C:64]([OH:66])=[O:65], predict the reaction product. The product is: [C:61]([OH:68])(=[O:67])/[CH:62]=[CH:63]/[C:64]([OH:66])=[O:65].[N:10]12[CH2:15][CH2:14][CH:13]([CH2:12][CH2:11]1)[CH:8]([O:7][C:6]1[CH:16]=[CH:17][C:3]([C:34]3[CH:33]=[CH:32][C:28]4[N:29]5[CH2:31][N:25]([CH2:26][C:27]=4[CH:35]=3)[C:24]3[CH:37]=[CH:38][C:21]([I:20])=[CH:22][C:23]=3[CH2:30]5)=[CH:4][CH:5]=1)[CH2:9]2. (7) Given the reactants C[O:2][C:3]([CH:5]1[CH2:8][CH2:7][CH:6]1[N:9]1[CH:13]=[C:12]([N+:14]([O-:16])=[O:15])[N:11]=[CH:10]1)=O.CSC.B, predict the reaction product. The product is: [N+:14]([C:12]1[N:11]=[CH:10][N:9]([CH:6]2[CH2:7][CH2:8][CH:5]2[CH2:3][OH:2])[CH:13]=1)([O-:16])=[O:15].